Predict the product of the given reaction. From a dataset of Forward reaction prediction with 1.9M reactions from USPTO patents (1976-2016). Given the reactants [F:1][C:2]([F:10])([F:9])[CH2:3][CH2:4][S:5](Cl)(=[O:7])=[O:6].[Cl:11][C:12]1[CH:17]=[CH:16][CH:15]=[CH:14][C:13]=1[N:18]1[C:22]([C:23]2[CH:28]=[CH:27][C:26]([OH:29])=[CH:25][CH:24]=2)=[C:21]([CH2:30][OH:31])[C:20]([C:32]([O:34][CH2:35][CH3:36])=[O:33])=[N:19]1.O, predict the reaction product. The product is: [Cl:11][C:12]1[CH:17]=[CH:16][CH:15]=[CH:14][C:13]=1[N:18]1[C:22]([C:23]2[CH:24]=[CH:25][C:26]([O:29][S:5]([CH2:4][CH2:3][C:2]([F:10])([F:9])[F:1])(=[O:7])=[O:6])=[CH:27][CH:28]=2)=[C:21]([CH2:30][OH:31])[C:20]([C:32]([O:34][CH2:35][CH3:36])=[O:33])=[N:19]1.